Predict which catalyst facilitates the given reaction. From a dataset of Catalyst prediction with 721,799 reactions and 888 catalyst types from USPTO. (1) Reactant: [NH:1]1[CH:5]=[C:4]([C:6](=[S:8])[NH2:7])[N:3]=[CH:2]1.Br[CH2:10][C:11](=O)[C:12]([O:14][CH2:15][CH3:16])=[O:13]. Product: [NH:1]1[CH:5]=[C:4]([C:6]2[S:8][CH:10]=[C:11]([C:12]([O:14][CH2:15][CH3:16])=[O:13])[N:7]=2)[N:3]=[CH:2]1. The catalyst class is: 8. (2) Reactant: [OH:1][CH:2]1[CH2:7][CH2:6][N:5]([C:8]([O:10][C:11]([CH3:14])([CH3:13])[CH3:12])=[O:9])[CH2:4][CH2:3]1.CC(C)([O-])C.[K+].F[C:22]1[CH:27]=[CH:26][C:25]([N+:28]([O-:30])=[O:29])=[C:24]([O:31][CH3:32])[CH:23]=1. Product: [CH3:32][O:31][C:24]1[CH:23]=[C:22]([CH:27]=[CH:26][C:25]=1[N+:28]([O-:30])=[O:29])[O:1][CH:2]1[CH2:3][CH2:4][N:5]([C:8]([O:10][C:11]([CH3:14])([CH3:13])[CH3:12])=[O:9])[CH2:6][CH2:7]1. The catalyst class is: 7. (3) Reactant: [OH-].[Na+].[Br:3][C:4]1[CH:9]=[CH:8][C:7]([CH:10]([CH2:17][C:18]2[CH:23]=[CH:22][C:21]([O:24][CH2:25][CH2:26][C:27]3[CH:32]=[CH:31][CH:30]=[C:29]([NH:33][CH3:34])[N:28]=3)=[CH:20][CH:19]=2)[CH2:11][C:12]([O:14]CC)=[O:13])=[CH:6][CH:5]=1. Product: [Br:3][C:4]1[CH:5]=[CH:6][C:7]([CH:10]([CH2:17][C:18]2[CH:23]=[CH:22][C:21]([O:24][CH2:25][CH2:26][C:27]3[CH:32]=[CH:31][CH:30]=[C:29]([NH:33][CH3:34])[N:28]=3)=[CH:20][CH:19]=2)[CH2:11][C:12]([OH:14])=[O:13])=[CH:8][CH:9]=1. The catalyst class is: 38. (4) Reactant: O.O.[Sn](Cl)Cl.Cl.[N+:7]([C:10]1[CH:29]=[CH:28][C:13]([CH2:14][N:15]2[C:19]([C:20]([F:23])([F:22])[F:21])=[CH:18][C:17]([C:24]([F:27])([F:26])[F:25])=[N:16]2)=[CH:12][CH:11]=1)([O-])=O.[OH-].[Na+]. Product: [F:27][C:24]([F:25])([F:26])[C:17]1[CH:18]=[C:19]([C:20]([F:23])([F:21])[F:22])[N:15]([CH2:14][C:13]2[CH:28]=[CH:29][C:10]([NH2:7])=[CH:11][CH:12]=2)[N:16]=1. The catalyst class is: 8. (5) Product: [CH:12]12[CH2:1][CH:13]1[CH2:14][CH2:15][CH2:16][CH2:17][CH2:18][CH2:19][CH2:20][O:4][C:5](=[O:21])[CH2:6][CH2:7][CH2:8][CH2:9][CH2:10][CH2:11]2. The catalyst class is: 28. Reactant: [CH2:1](I)I.[O:4]1[CH2:20][CH2:19][CH2:18][CH2:17][CH2:16][CH2:15][CH2:14][CH2:13][CH:12]=[CH:11][CH2:10][CH2:9][CH2:8][CH2:7][CH2:6][C:5]1=[O:21]. (6) Reactant: [OH:1][CH:2]([CH2:31][C:32]1[CH:37]=[CH:36][CH:35]=[CH:34][CH:33]=1)[CH2:3][N:4]1[C:9]2=[N:10][C:11]([C:25]3[CH:30]=[CH:29][N:28]=[CH:27][CH:26]=3)=[C:12]([C:15]3[CH:20]=[CH:19][CH:18]=[C:17]([C:21]([F:24])([F:23])[F:22])[CH:16]=3)[C:13](=[O:14])[N:8]2[CH2:7][CH2:6][CH2:5]1.CC(OI1(OC(C)=O)(OC(C)=O)OC(=O)C2C=CC=CC1=2)=O. Product: [O:1]=[C:2]([CH2:31][C:32]1[CH:33]=[CH:34][CH:35]=[CH:36][CH:37]=1)[CH2:3][N:4]1[C:9]2=[N:10][C:11]([C:25]3[CH:30]=[CH:29][N:28]=[CH:27][CH:26]=3)=[C:12]([C:15]3[CH:20]=[CH:19][CH:18]=[C:17]([C:21]([F:24])([F:23])[F:22])[CH:16]=3)[C:13](=[O:14])[N:8]2[CH2:7][CH2:6][CH2:5]1. The catalyst class is: 2. (7) Product: [Br:1][C:2]1[N:3]=[CH:4][C:5]2[NH:21][C:9]([C:11]3[N:12]([CH3:20])[N:13]=[C:14]([C:16]([CH3:19])([CH3:18])[CH3:17])[CH:15]=3)=[N:8][C:6]=2[CH:7]=1. The catalyst class is: 180. Reactant: [Br:1][C:2]1[CH:7]=[C:6]([NH:8][C:9]([C:11]2[N:12]([CH3:20])[N:13]=[C:14]([C:16]([CH3:19])([CH3:18])[CH3:17])[CH:15]=2)=O)[C:5]([N+:21]([O-])=O)=[CH:4][N:3]=1.CCOC(C)=O.C([O-])(O)=O.[Na+]. (8) Reactant: [CH3:1][C@H:2]1[NH:7][C@@H:6]([CH3:8])[CH2:5][N:4]([C:9]2[CH:10]=[CH:11][C:12]([O:16][CH2:17][C:18]3[CH:23]=[CH:22][CH:21]=[CH:20][CH:19]=3)=[C:13]([CH:15]=2)[NH2:14])[CH2:3]1.[Br:24][C:25]1[CH:30]=[CH:29][C:28]([S:31](Cl)(=[O:33])=[O:32])=[CH:27][CH:26]=1. Product: [Br:24][C:25]1[CH:30]=[CH:29][C:28]([S:31]([NH:14][C:13]2[CH:15]=[C:9]([N:4]3[CH2:3][C@H:2]([CH3:1])[NH:7][C@H:6]([CH3:8])[CH2:5]3)[CH:10]=[CH:11][C:12]=2[O:16][CH2:17][C:18]2[CH:23]=[CH:22][CH:21]=[CH:20][CH:19]=2)(=[O:33])=[O:32])=[CH:27][CH:26]=1. The catalyst class is: 272.